From a dataset of Reaction yield outcomes from USPTO patents with 853,638 reactions. Predict the reaction yield, written as a fraction of the theoretical maximum amount of product (1.0 means a 100% yield; for example, 0.34 means a 34% yield). The yield is 0.670. The reactants are [Cl:1][C:2]1[CH:3]=[C:4]([F:19])[C:5]([O:16][CH2:17][CH3:18])=[C:6]2[C:10]=1[NH:9][CH:8]=[C:7]2[CH2:11][C:12]([O:14][CH3:15])=[O:13].[C:20]([O-])([O-])=O.[K+].[K+].CI. The product is [Cl:1][C:2]1[CH:3]=[C:4]([F:19])[C:5]([O:16][CH2:17][CH3:18])=[C:6]2[C:10]=1[N:9]([CH3:20])[CH:8]=[C:7]2[CH2:11][C:12]([O:14][CH3:15])=[O:13]. The catalyst is CC(C)=O.